Dataset: Experimentally validated miRNA-target interactions with 360,000+ pairs, plus equal number of negative samples. Task: Binary Classification. Given a miRNA mature sequence and a target amino acid sequence, predict their likelihood of interaction. The miRNA is mmu-miR-1843a-3p with sequence UCUGAUCGUUCACCUCCAUACA. The protein sequence of the target gene is MDVRFYPAAAGDPAGLDFAQCLGYYGYSKLGNNNYMNMAEANNAFFAASEQTFHTPSLGDEEFEIPPITPPPESDPTLGMPDALLPFQTLSDPLPSQGTEFTPQFPPQSLDLPSITISRNLVEQDGVLHSNGLHMDQSHTQVSQYRQDPSLVMRSIVHMTDGARSGIMPPAQLTTINQSQLSAQLGLNLGGANVSHTSPSPPASKSATPSPSSSINEEDADDANRAIGEKRTAPDSGKKPKTPKKKKKKDPNEPQKPVSAYALFFRDTQAAIKGQNPNATFGEVSKIVASMWDSLGEEQK.... Result: 0 (no interaction).